This data is from Forward reaction prediction with 1.9M reactions from USPTO patents (1976-2016). The task is: Predict the product of the given reaction. (1) Given the reactants [S:1]1[C:5]([NH2:6])=[N:4][CH:3]=[N:2]1.[CH2:7]([N:9](CC)CC)[CH3:8].[S:14](Cl)(Cl)(=[O:16])=[O:15].[N:19]1([C:24]2[CH:29]=[C:28]([C:30]([F:33])([F:32])[F:31])[CH:27]=[CH:26][C:25]=2[C:34]2[CH:35]=[CH:36][CH:37]=[C:38]3[C:43]=2CNC[CH2:39]3)[CH:23]=[CH:22][N:21]=[CH:20]1.C(O)(=O)CC(CC(O)=O)(C(O)=O)O, predict the reaction product. The product is: [N:19]1([C:24]2[CH:29]=[C:28]([C:30]([F:32])([F:31])[F:33])[CH:27]=[CH:26][C:25]=2[C:34]2[CH:35]=[CH:36][CH:37]=[C:38]3[C:43]=2[CH2:8][CH2:7][N:9]([S:14]([NH:6][C:5]2[S:1][N:2]=[CH:3][N:4]=2)(=[O:16])=[O:15])[CH2:39]3)[CH:23]=[CH:22][N:21]=[CH:20]1. (2) Given the reactants C([Si](C)(C)[O:6][CH2:7][C:8]1[C:13]([C:14]2[CH:19]=[CH:18][N:17]=[C:16]3[NH:20][C:21]([C:23]4[CH:28]=[CH:27][C:26]([C:29]([N:31]5[CH2:36][CH2:35][O:34][CH2:33][CH2:32]5)=[O:30])=[CH:25][CH:24]=4)=[N:22][C:15]=23)=[CH:12][CH:11]=[CH:10][C:9]=1[N:37]1[CH:41]=[CH:40][N:39]([C:42]2[CH:47]=[CH:46][C:45]([CH3:48])=[CH:44][CH:43]=2)[C:38]1=[O:49])(C)(C)C.CCCC[N+](CCCC)(CCCC)CCCC.[F-], predict the reaction product. The product is: [OH:6][CH2:7][C:8]1[C:13]([C:14]2[CH:19]=[CH:18][N:17]=[C:16]3[NH:20][C:21]([C:23]4[CH:28]=[CH:27][C:26]([C:29]([N:31]5[CH2:36][CH2:35][O:34][CH2:33][CH2:32]5)=[O:30])=[CH:25][CH:24]=4)=[N:22][C:15]=23)=[CH:12][CH:11]=[CH:10][C:9]=1[N:37]1[CH:41]=[CH:40][N:39]([C:42]2[CH:43]=[CH:44][C:45]([CH3:48])=[CH:46][CH:47]=2)[C:38]1=[O:49]. (3) Given the reactants FC(F)(F)S([O:6][C:7]1[C:19]2[C:18]3[C:13](=[CH:14]C=CC=3)NC=2C=CC=1)(=O)=O.[C:22]1(PCCCP[C:23]2[CH:22]=CC=[CH:25][CH:24]=2)C=C[CH:25]=[CH:24][CH:23]=1.C([N:41]([CH2:44][CH3:45])[CH2:42][CH3:43])C.[C]=O.[CH3:48][OH:49], predict the reaction product. The product is: [CH3:48][O:49][C:7]([C:19]1[C:45]2[C:43]3[C:42](=[CH:22][CH:23]=[CH:24][CH:25]=3)[NH:41][C:44]=2[CH:14]=[CH:13][CH:18]=1)=[O:6]. (4) Given the reactants [CH3:1][S:2]([N:5]1[CH2:10][CH:9]=[C:8]([C:11]2[CH:12]=[C:13]3[CH2:27][C:18]4([CH2:26][C:20]5([CH2:25][CH2:24][NH:23][CH2:22][CH2:21]5)[CH2:19]4)[O:17][C:14]3=[CH:15][N:16]=2)[CH2:7][CH2:6]1)(=[O:4])=[O:3].Cl[C:29]1[N:34]=[CH:33][C:32]([CH:35]2[CH2:37][CH2:36]2)=[CH:31][N:30]=1, predict the reaction product. The product is: [CH:35]1([C:32]2[CH:31]=[N:30][C:29]([N:23]3[CH2:22][CH2:21][C:20]4([CH2:19][C:18]5([O:17][C:14]6=[CH:15][N:16]=[C:11]([C:8]7[CH2:9][CH2:10][N:5]([S:2]([CH3:1])(=[O:4])=[O:3])[CH2:6][CH:7]=7)[CH:12]=[C:13]6[CH2:27]5)[CH2:26]4)[CH2:25][CH2:24]3)=[N:34][CH:33]=2)[CH2:37][CH2:36]1. (5) Given the reactants C(OC([NH:8][CH2:9][C:10]([NH:12][C@H:13]([C:23]([O:25][CH2:26][CH3:27])=[O:24])[CH2:14][C:15]1[C:16]([O:21][CH3:22])=[N:17][CH:18]=[CH:19][CH:20]=1)=[O:11])=O)(C)(C)C.FC(F)(F)C(O)=O, predict the reaction product. The product is: [NH2:8][CH2:9][C:10]([NH:12][C@H:13]([C:23]([O:25][CH2:26][CH3:27])=[O:24])[CH2:14][C:15]1[C:16]([O:21][CH3:22])=[N:17][CH:18]=[CH:19][CH:20]=1)=[O:11]. (6) Given the reactants [CH3:1][C:2]1[CH:3]=[C:4]([CH:11]=[CH:12][CH:13]=1)[CH2:5][C@@H:6]([C:8]([OH:10])=[O:9])[NH2:7].C([O-])([O-])=O.[Na+].[Na+].[C:20]1([CH:26]([C:30]2[CH:35]=[CH:34][CH:33]=[CH:32][CH:31]=2)[C:27](Cl)=[O:28])[CH:25]=[CH:24][CH:23]=[CH:22][CH:21]=1, predict the reaction product. The product is: [CH3:1][C:2]1[CH:3]=[C:4]([CH:11]=[CH:12][CH:13]=1)[CH2:5][C@@H:6]([C:8]([OH:10])=[O:9])[NH:7][C:27](=[O:28])[CH:26]([C:20]1[CH:25]=[CH:24][CH:23]=[CH:22][CH:21]=1)[C:30]1[CH:35]=[CH:34][CH:33]=[CH:32][CH:31]=1. (7) Given the reactants [CH2:1]([O:3][C:4](=[O:13])[CH:5](Br)[C:6]1[CH:7]=[N:8][CH:9]=[CH:10][CH:11]=1)[CH3:2].Cl.[CH3:15][NH:16][CH3:17].CCN(CC)CC, predict the reaction product. The product is: [CH2:1]([O:3][C:4](=[O:13])[CH:5]([N:16]([CH3:17])[CH3:15])[C:6]1[CH:7]=[N:8][CH:9]=[CH:10][CH:11]=1)[CH3:2].